This data is from Catalyst prediction with 721,799 reactions and 888 catalyst types from USPTO. The task is: Predict which catalyst facilitates the given reaction. Reactant: Cl[C:2]1[N:7]=[C:6]([NH:8][C:9]2[CH:14]=[CH:13][C:12]([O:15][CH3:16])=[C:11]([Cl:17])[CH:10]=2)[N:5]=[C:4]([NH:18][CH:19]2[CH2:25][CH2:24][CH2:23][CH2:22][CH2:21][CH2:20]2)[N:3]=1.[CH3:26][NH:27][CH:28]1[CH2:33][CH2:32][N:31]([CH3:34])[CH2:30][CH2:29]1.[OH-].[Na+].O. Product: [Cl:17][C:11]1[CH:10]=[C:9]([NH:8][C:6]2[N:5]=[C:4]([NH:18][CH:19]3[CH2:25][CH2:24][CH2:23][CH2:22][CH2:21][CH2:20]3)[N:3]=[C:2]([N:27]([CH3:26])[CH:28]3[CH2:33][CH2:32][N:31]([CH3:34])[CH2:30][CH2:29]3)[N:7]=2)[CH:14]=[CH:13][C:12]=1[O:15][CH3:16]. The catalyst class is: 258.